This data is from Forward reaction prediction with 1.9M reactions from USPTO patents (1976-2016). The task is: Predict the product of the given reaction. (1) Given the reactants [B:1]([C:4]1[CH:5]=[C:6]([CH:10]=[CH:11][CH:12]=1)[C:7]([OH:9])=O)([OH:3])[OH:2].CCN=C=NCCCN(C)C.[NH2:24][CH2:25][CH2:26][NH:27][C:28](=[O:54])[CH2:29][C@@H:30]1[N:36]=[C:35]([C:37]2[CH:42]=[CH:41][C:40]([Cl:43])=[CH:39][CH:38]=2)[C:34]2[CH:44]=[C:45]([O:48][CH3:49])[CH:46]=[CH:47][C:33]=2[N:32]2[C:50]([CH3:53])=[N:51][N:52]=[C:31]12.ClC1C=CC(C2C3C=C(OC)C=CC=3N3C(C)=NN=C3[C@H](CC(NCCNC(C3C=CC(B(O)O)=CC=3)=O)=O)N=2)=CC=1, predict the reaction product. The product is: [Cl:43][C:40]1[CH:41]=[CH:42][C:37]([C:35]2[C:34]3[CH:44]=[C:45]([O:48][CH3:49])[CH:46]=[CH:47][C:33]=3[N:32]3[C:50]([CH3:53])=[N:51][N:52]=[C:31]3[C@H:30]([CH2:29][C:28]([NH:27][CH2:26][CH2:25][NH:24][C:7]([C:6]3[CH:5]=[C:4]([B:1]([OH:2])[OH:3])[CH:12]=[CH:11][CH:10]=3)=[O:9])=[O:54])[N:36]=2)=[CH:38][CH:39]=1. (2) Given the reactants [H-].[Na+].[H][H].F[C:6]1[CH:7]=[C:8]([CH2:17][C:18]([OH:20])=[O:19])[CH:9]=[C:10]([O:15][CH3:16])[C:11]=1[N+:12]([O-:14])=[O:13].[OH-].[Na+].S(=O)(=O)(O)O.[C:28](=O)(O)[O-].[Na+].[CH2:33]([OH:40])[C:34]1[CH:39]=[CH:38][CH:37]=[CH:36][CH:35]=1, predict the reaction product. The product is: [CH2:33]([O:40][C:6]1[CH:7]=[C:8]([CH2:17][C:18]([O:20][CH3:28])=[O:19])[CH:9]=[C:10]([O:15][CH3:16])[C:11]=1[N+:12]([O-:14])=[O:13])[C:34]1[CH:39]=[CH:38][CH:37]=[CH:36][CH:35]=1. (3) Given the reactants [C:1]([CH2:3][CH2:4][N:5]([CH2:12][CH2:13]O)[C:6]1[CH:11]=[CH:10][CH:9]=[CH:8][CH:7]=1)#[N:2].C(N(CC)CC)C.S(Cl)(C)(=O)=O.[I-:27].[Na+], predict the reaction product. The product is: [C:1]([CH2:3][CH2:4][N:5]([CH2:12][CH2:13][I:27])[C:6]1[CH:11]=[CH:10][CH:9]=[CH:8][CH:7]=1)#[N:2].